Task: Predict which catalyst facilitates the given reaction.. Dataset: Catalyst prediction with 721,799 reactions and 888 catalyst types from USPTO (1) Reactant: [CH3:1][C:2]([C:4]1[CH:5]=[CH:6][C:7]([OH:10])=[CH:8][CH:9]=1)=[O:3].[CH2:11](Cl)[C:12]1[CH:17]=[CH:16][CH:15]=[CH:14][CH:13]=1.[I-].[Na+].C(=O)([O-])[O-].[K+].[K+]. Product: [CH2:11]([O:10][C:7]1[CH:8]=[CH:9][C:4]([C:2](=[O:3])[CH3:1])=[CH:5][CH:6]=1)[C:12]1[CH:17]=[CH:16][CH:15]=[CH:14][CH:13]=1. The catalyst class is: 21. (2) Product: [F:2][C:3]1[CH:4]=[N:5][N:6]([C:8]2[N:10]=[C:17]([OH:16])[C:18]([C:19]([O:21][CH2:22][CH3:23])=[O:20])=[CH:24][N:9]=2)[CH:7]=1. Reactant: Cl.[F:2][C:3]1[CH:4]=[N:5][N:6]([C:8]([NH2:10])=[NH:9])[CH:7]=1.C[O-].[Na+].C([O:16][CH:17]=[C:18]([C:24](OCC)=O)[C:19]([O:21][CH2:22][CH3:23])=[O:20])C. The catalyst class is: 14. (3) Reactant: [CH3:1][O:2][C:3](=[O:26])[CH2:4][CH2:5][C:6]([C:8]1[C:13]([B:14]2[O:18]C(C)(C)C(C)(C)[O:15]2)=[CH:12][C:11]([O:23][CH3:24])=[CH:10][C:9]=1[CH3:25])=O.[BH4-].[Na+].C(OB(O)O)C1C=CC=CC=1. Product: [CH3:1][O:2][C:3](=[O:26])[CH2:4][CH2:5][CH:6]1[O:18][B:14]([OH:15])[C:13]2[CH:12]=[C:11]([O:23][CH3:24])[CH:10]=[C:9]([CH3:25])[C:8]1=2. The catalyst class is: 5. (4) Reactant: [ClH:1].[Br:2][C:3]1[CH:8]=[CH:7][C:6]([NH:9][NH2:10])=[CH:5][CH:4]=1.[C:11]([C:14]1[CH:15]=[N:16][CH:17]=[CH:18][CH:19]=1)(=O)[CH3:12]. Product: [ClH:1].[Br:2][C:3]1[CH:8]=[CH:7][C:6]([NH:9]/[N:10]=[C:11](\[C:14]2[CH:15]=[N:16][CH:17]=[CH:18][CH:19]=2)/[CH3:12])=[CH:5][CH:4]=1. The catalyst class is: 8. (5) Reactant: [CH:1]([O:4][C:5]1[CH:10]=[CH:9][C:8]([S:11]([CH3:14])(=[O:13])=[O:12])=[CH:7][C:6]=1[N+:15]([O-])=O)([CH3:3])[CH3:2]. Product: [CH:1]([O:4][C:5]1[CH:10]=[CH:9][C:8]([S:11]([CH3:14])(=[O:12])=[O:13])=[CH:7][C:6]=1[NH2:15])([CH3:3])[CH3:2]. The catalyst class is: 591. (6) Reactant: [ClH:1].Cl.[CH:3]1([NH:9][C:10]([C:12]2[CH:17]=[C:16]([N:18]3[CH2:22][CH2:21][CH2:20][CH2:19]3)[N:15]=[C:14](/[CH:23]=[CH:24]/[C:25]3[N:30]=[C:29]([N:31]([CH3:33])[CH3:32])[C:28]([CH3:34])=[C:27]([CH3:35])[N:26]=3)[N:13]=2)=[O:11])[CH2:8][CH2:7][CH2:6][CH2:5][CH2:4]1. Product: [ClH:1].[ClH:1].[CH:3]1([NH:9][C:10]([C:12]2[CH:17]=[C:16]([N:18]3[CH2:19][CH2:20][CH2:21][CH2:22]3)[N:15]=[C:14]([CH2:23][CH2:24][C:25]3[N:30]=[C:29]([N:31]([CH3:33])[CH3:32])[C:28]([CH3:34])=[C:27]([CH3:35])[N:26]=3)[N:13]=2)=[O:11])[CH2:8][CH2:7][CH2:6][CH2:5][CH2:4]1. The catalyst class is: 43. (7) Reactant: [CH2:1]([O:3][C:4]([C:6]1[N:7]=[C:8]([CH3:12])[S:9][C:10]=1[NH2:11])=[O:5])[CH3:2].C1(P(C2C=CC=CC=2)C2C3OC4C(=CC=CC=4P(C4C=CC=CC=4)C4C=CC=CC=4)C(C)(C)C=3C=CC=2)C=CC=CC=1.Br[C:56]1[CH:57]=[C:58]([S:62]([NH2:65])(=[O:64])=[O:63])[CH:59]=[CH:60][CH:61]=1.C(=O)([O-])[O-].[Cs+].[Cs+]. Product: [CH2:1]([O:3][C:4]([C:6]1[N:7]=[C:8]([CH3:12])[S:9][C:10]=1[NH:11][C:56]1[CH:61]=[CH:60][CH:59]=[C:58]([S:62](=[O:64])(=[O:63])[NH2:65])[CH:57]=1)=[O:5])[CH3:2]. The catalyst class is: 523. (8) Reactant: C[O:2][C:3]([C:5]1[C:10]([NH2:11])=[CH:9][C:8]([C:12]([F:15])([F:14])[F:13])=[C:7]([C:16]2[CH:21]=[CH:20][C:19]([Cl:22])=[CH:18][C:17]=2[Cl:23])[N:6]=1)=[O:4].[OH-].[Na+].O1CCOCC1. Product: [NH2:11][C:10]1[C:5]([C:3]([OH:4])=[O:2])=[N:6][C:7]([C:16]2[CH:21]=[CH:20][C:19]([Cl:22])=[CH:18][C:17]=2[Cl:23])=[C:8]([C:12]([F:13])([F:14])[F:15])[CH:9]=1. The catalyst class is: 5. (9) Reactant: C(N(CC)C(C)C)(C)C.CN(C(ON1N=NC2C=CC=NC1=2)=[N+](C)C)C.F[P-](F)(F)(F)(F)F.[C:34]([O:38][C:39]([C:41]1[CH:46]=[CH:45][C:44]([NH:47][C:48]([CH:50]2[NH:55][CH2:54][CH:53]([O:56][CH:57]3[CH2:62][CH2:61][N:60]([C:63]([O:65][C:66]([CH3:69])([CH3:68])[CH3:67])=[O:64])[CH2:59][CH2:58]3)[CH2:52][CH:51]2[C:70]2[CH:75]=[CH:74][CH:73]=[CH:72][CH:71]=2)=[O:49])=[CH:43][CH:42]=1)=[O:40])([CH3:37])([CH3:36])[CH3:35].[Cl:76][C:77]1[CH:78]=[CH:79][C:80]([N:88]2[CH:92]=[N:91][N:90]=[N:89]2)=[C:81](/[CH:83]=[CH:84]/[C:85](O)=[O:86])[CH:82]=1. Product: [C:34]([O:38][C:39]([C:41]1[CH:42]=[CH:43][C:44]([NH:47][C:48]([CH:50]2[N:55]([C:85](=[O:86])/[CH:84]=[CH:83]/[C:81]3[CH:82]=[C:77]([Cl:76])[CH:78]=[CH:79][C:80]=3[N:88]3[CH:92]=[N:91][N:90]=[N:89]3)[CH2:54][CH:53]([O:56][CH:57]3[CH2:62][CH2:61][N:60]([C:63]([O:65][C:66]([CH3:68])([CH3:69])[CH3:67])=[O:64])[CH2:59][CH2:58]3)[CH2:52][CH:51]2[C:70]2[CH:71]=[CH:72][CH:73]=[CH:74][CH:75]=2)=[O:49])=[CH:45][CH:46]=1)=[O:40])([CH3:35])([CH3:36])[CH3:37]. The catalyst class is: 39. (10) Reactant: [NH2:1][C:2]1[CH:36]=[CH:35][C:5]([O:6][C:7]2[CH:12]=[CH:11][N:10]=[C:9]3[CH:13]=[C:14]([C:16]4[N:21]=[CH:20][C:19]([CH2:22][N:23]([CH2:31][CH2:32][O:33][CH3:34])[C:24](=[O:30])[O:25][C:26]([CH3:29])([CH3:28])[CH3:27])=[CH:18][CH:17]=4)[S:15][C:8]=23)=[C:4]([F:37])[CH:3]=1.ClC(Cl)(O[C:42](=[O:48])OC(Cl)(Cl)Cl)Cl.CC[N:52]([CH:56]([CH3:58])[CH3:57])C(C)C.C1(N)CC1. Product: [CH:56]1([NH:52][C:42](=[O:48])[NH:1][C:2]2[CH:36]=[CH:35][C:5]([O:6][C:7]3[CH:12]=[CH:11][N:10]=[C:9]4[CH:13]=[C:14]([C:16]5[N:21]=[CH:20][C:19]([CH2:22][N:23]([CH2:31][CH2:32][O:33][CH3:34])[C:24](=[O:30])[O:25][C:26]([CH3:29])([CH3:28])[CH3:27])=[CH:18][CH:17]=5)[S:15][C:8]=34)=[C:4]([F:37])[CH:3]=2)[CH2:58][CH2:57]1. The catalyst class is: 7.